Dataset: Full USPTO retrosynthesis dataset with 1.9M reactions from patents (1976-2016). Task: Predict the reactants needed to synthesize the given product. Given the product [C:10]1([C:2]2[CH:3]=[C:4]([O:8][CH3:9])[CH:5]=[CH:6][CH:7]=2)[CH:15]=[CH:14][CH:13]=[CH:12][CH:11]=1, predict the reactants needed to synthesize it. The reactants are: Cl[C:2]1[CH:3]=[C:4]([O:8][CH3:9])[CH:5]=[CH:6][CH:7]=1.[C:10]1(B(O)O)[CH:15]=[CH:14][CH:13]=[CH:12][CH:11]=1.[F-].[Cs+].